This data is from Peptide-MHC class II binding affinity with 134,281 pairs from IEDB. The task is: Regression. Given a peptide amino acid sequence and an MHC pseudo amino acid sequence, predict their binding affinity value. This is MHC class II binding data. (1) The peptide sequence is QKISKYFNSRLFG. The MHC is HLA-DQA10101-DQB10501 with pseudo-sequence HLA-DQA10101-DQB10501. The binding affinity (normalized) is 0.198. (2) The peptide sequence is TFALWRVSAEEY. The MHC is DRB1_1302 with pseudo-sequence DRB1_1302. The binding affinity (normalized) is 0. (3) The peptide sequence is PEQIQLLKKAFDAFD. The MHC is HLA-DQA10501-DQB10301 with pseudo-sequence HLA-DQA10501-DQB10301. The binding affinity (normalized) is 0.0513. (4) The peptide sequence is LFTFVLLLSGQITWR. The MHC is DRB1_1501 with pseudo-sequence DRB1_1501. The binding affinity (normalized) is 0.976.